Predict the product of the given reaction. From a dataset of Forward reaction prediction with 1.9M reactions from USPTO patents (1976-2016). (1) Given the reactants [CH2:1]([O:3][C:4](=[O:18])[CH2:5][CH2:6][CH2:7][O:8][C:9]1[CH:14]=[C:13]([F:15])[C:12](Br)=[CH:11][C:10]=1[F:17])[CH3:2].[B:19]1([B:19]2[O:23][C:22]([CH3:25])([CH3:24])[C:21]([CH3:27])([CH3:26])[O:20]2)[O:23][C:22]([CH3:25])([CH3:24])[C:21]([CH3:27])([CH3:26])[O:20]1.C([O-])(=O)C.[K+].N#N, predict the reaction product. The product is: [CH2:1]([O:3][C:4](=[O:18])[CH2:5][CH2:6][CH2:7][O:8][C:9]1[CH:14]=[C:13]([F:15])[C:12]([B:19]2[O:23][C:22]([CH3:25])([CH3:24])[C:21]([CH3:27])([CH3:26])[O:20]2)=[CH:11][C:10]=1[F:17])[CH3:2]. (2) The product is: [CH3:44][C:43]([CH3:46])([CH:47]=[CH:2][CH2:3][C:4]1[CH:5]=[CH:6][CH:7]=[CH:8][CH:9]=1)[CH2:42][C:39]1[CH:38]=[CH:37][C:36]([CH2:34][CH3:35])=[CH:41][CH:40]=1. Given the reactants [Br-].[CH2:2]([P+](C1C=CC=CC=1)(C1C=CC=CC=1)C1C=CC=CC=1)[CH2:3][C:4]1[CH:9]=[CH:8][CH:7]=[CH:6][CH:5]=1.[Li]CCCC.[CH2:34]([C:36]1[CH:41]=[CH:40][C:39]([CH2:42][C:43]([CH3:47])([CH3:46])[CH:44]=O)=[CH:38][CH:37]=1)[CH3:35], predict the reaction product. (3) Given the reactants [Cl:1][C:2]1[CH:7]=[CH:6][C:5]([C@@H:8](O)[C@H:9]2[CH2:13][CH2:12][CH2:11][N:10]2[C:14]([O:16][C:17]([CH3:20])([CH3:19])[CH3:18])=[O:15])=[CH:4][C:3]=1[F:22].C1(P(C2C=CC=CC=2)C2C=CC=CC=2)C=CC=CC=1.N(C(OC(C)C)=O)=NC(OC(C)C)=O.[CH3:56][S:57][C:58]1[N:63]=[C:62]([C:64]2[CH:69]=[CH:68][NH:67][C:66](=[O:70])[CH:65]=2)[CH:61]=[CH:60][N:59]=1, predict the reaction product. The product is: [Cl:1][C:2]1[CH:7]=[CH:6][C:5]([C@H:8]([N:67]2[CH:68]=[CH:69][C:64]([C:62]3[CH:61]=[CH:60][N:59]=[C:58]([S:57][CH3:56])[N:63]=3)=[CH:65][C:66]2=[O:70])[C@H:9]2[CH2:13][CH2:12][CH2:11][N:10]2[C:14]([O:16][C:17]([CH3:20])([CH3:19])[CH3:18])=[O:15])=[CH:4][C:3]=1[F:22].